This data is from Forward reaction prediction with 1.9M reactions from USPTO patents (1976-2016). The task is: Predict the product of the given reaction. (1) Given the reactants CO.[CH3:3][O:4][C:5](=[O:14])[CH2:6][CH:7]1[CH2:12][CH2:11][C:10](=[O:13])[CH2:9][CH2:8]1.[BH4-].[Na+], predict the reaction product. The product is: [CH3:3][O:4][C:5](=[O:14])[CH2:6][C@H:7]1[CH2:12][CH2:11][C@H:10]([OH:13])[CH2:9][CH2:8]1. (2) The product is: [CH3:37][C:35]1[CH:36]=[C:31]([C:27]2[CH:26]=[C:25]([C:23]3[CH2:22][C:21](=[O:39])[NH:20][C:9]4[CH:10]=[C:11]([C:16]([F:18])([F:19])[F:17])[C:12]([CH2:14][CH3:15])=[CH:13][C:8]=4[N:7]=3)[CH:30]=[CH:29][CH:28]=2)[CH:32]=[C:33]([CH3:38])[N:34]=1. Given the reactants C(OC(=O)[NH:7][C:8]1[CH:13]=[C:12]([CH2:14][CH3:15])[C:11]([C:16]([F:19])([F:18])[F:17])=[CH:10][C:9]=1[NH:20][C:21](=[O:39])[CH2:22][C:23]([C:25]1[CH:30]=[CH:29][CH:28]=[C:27]([C:31]2[CH:36]=[C:35]([CH3:37])[N:34]=[C:33]([CH3:38])[CH:32]=2)[CH:26]=1)=O)(C)(C)C.C(O)(C(F)(F)F)=O, predict the reaction product. (3) Given the reactants C1C(=O)N([Br:8])C(=O)C1.[Br:9][C:10]1[CH:15]=[CH:14][C:13]([C:16]2[O:17][C:18]([CH3:23])=[C:19]([CH:21]=[CH2:22])[N:20]=2)=[CH:12][CH:11]=1.CCOC(C)=O.[OH2:30], predict the reaction product. The product is: [Br:8][CH2:22][CH:21]([C:19]1[N:20]=[C:16]([C:13]2[CH:12]=[CH:11][C:10]([Br:9])=[CH:15][CH:14]=2)[O:17][C:18]=1[CH3:23])[OH:30]. (4) Given the reactants [N:1]1([C:6]([C@@H:8]2[CH2:13][CH2:12][CH2:11][N:10]([C:14]3[N:19]=[C:18]4[NH:20][C:21]([C:23]5[N:28]=[C:27]([C:29](OC)=[O:30])[CH:26]=[CH:25][CH:24]=5)=[N:22][C:17]4=[CH:16][CH:15]=3)[CH2:9]2)=[O:7])[CH2:5][CH2:4][CH2:3][CH2:2]1.[NH3:33].C[Al](C)C, predict the reaction product. The product is: [N:1]1([C:6]([C@@H:8]2[CH2:13][CH2:12][CH2:11][N:10]([C:14]3[N:19]=[C:18]4[NH:20][C:21]([C:23]5[N:28]=[C:27]([C:29]([NH2:33])=[O:30])[CH:26]=[CH:25][CH:24]=5)=[N:22][C:17]4=[CH:16][CH:15]=3)[CH2:9]2)=[O:7])[CH2:5][CH2:4][CH2:3][CH2:2]1. (5) Given the reactants [N:1]12[CH2:10][CH:5]3[CH2:6][CH:7]([CH2:9][CH:3]([C@@H:4]3[NH2:11])[CH2:2]1)[CH2:8]2.[OH:12][C:13]1[C:22]2[C:17](=[CH:18][CH:19]=[CH:20][CH:21]=2)[CH:16]=[CH:15][C:14]=1[C:23](O)=[O:24].N, predict the reaction product. The product is: [N:1]12[CH2:10][CH:5]3[CH2:6][CH:7]([CH2:9][CH:3]([C@@H:4]3[NH:11][C:23]([C:14]3[CH:15]=[CH:16][C:17]4[C:22](=[CH:21][CH:20]=[CH:19][CH:18]=4)[C:13]=3[OH:12])=[O:24])[CH2:2]1)[CH2:8]2. (6) Given the reactants Cl.C(OC([N:9]1[CH2:14][CH2:13][N:12]([C:15]2[N:20]([CH3:21])[C:19](=[O:22])[CH:18]=[C:17]([C:23]3[CH:28]=[CH:27][N:26]=[CH:25][CH:24]=3)[N:16]=2)[CH2:11][CH:10]1[C:29]1[CH:34]=[CH:33][C:32]([Cl:35])=[CH:31][CH:30]=1)=O)(C)(C)C, predict the reaction product. The product is: [ClH:35].[Cl:35][C:32]1[CH:31]=[CH:30][C:29]([CH:10]2[CH2:11][N:12]([C:15]3[N:20]([CH3:21])[C:19](=[O:22])[CH:18]=[C:17]([C:23]4[CH:24]=[CH:25][N:26]=[CH:27][CH:28]=4)[N:16]=3)[CH2:13][CH2:14][NH:9]2)=[CH:34][CH:33]=1.